Dataset: Forward reaction prediction with 1.9M reactions from USPTO patents (1976-2016). Task: Predict the product of the given reaction. (1) Given the reactants [CH:1]([CH:4]1[C:9](=O)[NH:8][CH2:7][CH2:6][N:5]1[C:11]([O:13][C:14]([CH3:17])([CH3:16])[CH3:15])=[O:12])([CH3:3])[CH3:2].Br[C:19]1[CH:25]=[C:24]([S:26]([CH3:29])(=[O:28])=[O:27])[CH:23]=[CH:22][C:20]=1[NH2:21].CN[C@@H]1CCCC[C@@H]1NC, predict the reaction product. The product is: [CH:1]([CH:4]1[N:5]([C:11]([O:13][C:14]([CH3:17])([CH3:16])[CH3:15])=[O:12])[CH2:6][CH2:7][N:8]2[C:19]3[CH:25]=[C:24]([S:26]([CH3:29])(=[O:27])=[O:28])[CH:23]=[CH:22][C:20]=3[N:21]=[C:9]12)([CH3:3])[CH3:2]. (2) Given the reactants [CH3:1][N:2]([CH:10]1[CH2:14][CH2:13][NH:12][CH2:11]1)[C:3](=[O:9])[O:4][C:5]([CH3:8])([CH3:7])[CH3:6].Cl[C:16]1[N:21]=[CH:20][C:19]([C:22]#[N:23])=[CH:18][CH:17]=1, predict the reaction product. The product is: [C:22]([C:19]1[CH:18]=[CH:17][C:16]([N:12]2[CH2:13][CH2:14][CH:10]([N:2]([CH3:1])[C:3](=[O:9])[O:4][C:5]([CH3:8])([CH3:6])[CH3:7])[CH2:11]2)=[N:21][CH:20]=1)#[N:23].